From a dataset of Reaction yield outcomes from USPTO patents with 853,638 reactions. Predict the reaction yield, written as a fraction of the theoretical maximum amount of product (1.0 means a 100% yield; for example, 0.34 means a 34% yield). (1) The yield is 0.850. The catalyst is C1COCC1. The product is [OH:8][CH2:9][CH2:10][N:11]1[C:17](=[O:18])[C:16]2[CH:19]=[CH:20][CH:21]=[CH:22][C:15]=2[O:14][C:13]2[CH:23]=[CH:24][CH:25]=[CH:26][C:12]1=2. The reactants are [Si]([O:8][CH2:9][CH2:10][N:11]1[C:17](=[O:18])[C:16]2[CH:19]=[CH:20][CH:21]=[CH:22][C:15]=2[O:14][C:13]2[CH:23]=[CH:24][CH:25]=[CH:26][C:12]1=2)(C(C)(C)C)(C)C.[F-].C([N+](CCCC)(CCCC)CCCC)CCC. (2) The yield is 0.550. The product is [NH2:27][CH2:31][C:6]([N:8]1[CH2:9][CH2:10][CH:19]([NH:18][C:60]2[CH:59]=[C:58]([N:41]3[C:42]4=[N:43][CH:44]=[CH:45][C:46]([C:48]5[CH:49]=[N:50][C:51]6[C:56]([CH:57]=5)=[CH:55][CH:54]=[CH:53][CH:52]=6)=[C:47]4[C:39]([CH:36]([CH3:37])[CH3:38])=[N:40]3)[CH:65]=[CH:64][C:63]=2[C:76]([NH2:74])=[O:77])[CH2:20][CH2:21]1)=[O:7]. The reactants are C(O[C:6]([NH:8][CH2:9][C:10](O)=O)=[O:7])(C)(C)C.Cl.C(N=C=[N:18][CH2:19][CH2:20][CH2:21]N(C)C)C.O.O[N:27]1[C:31]2C=CC=CC=2N=N1.[CH:36]([C:39]1[C:47]2[C:42](=[N:43][CH:44]=[CH:45][C:46]=2[C:48]2[CH:49]=[N:50][C:51]3[C:56]([CH:57]=2)=[CH:55][CH:54]=[CH:53][CH:52]=3)[N:41]([C:58]2[C:59](NC3CCNCC3)=[C:60]([CH:63]=[CH:64][CH:65]=2)C#N)[N:40]=1)([CH3:38])[CH3:37].C[N:74]([CH:76]=[O:77])C. The catalyst is O.C(OCC)(=O)C. (3) The reactants are [Cl:1][C:2]1[C:7]([I:8])=[C:6](Cl)[N:5]=[C:4]([S:10][CH3:11])[N:3]=1.[NH3:12]. The catalyst is CO. The product is [NH2:12][C:6]1[C:7]([I:8])=[C:2]([Cl:1])[N:3]=[C:4]([S:10][CH3:11])[N:5]=1. The yield is 0.700.